Task: Predict the product of the given reaction.. Dataset: Forward reaction prediction with 1.9M reactions from USPTO patents (1976-2016) (1) Given the reactants [C:1]([C:5]1[N:9]([CH2:10][CH:11]2[CH2:16][CH2:15][O:14][CH2:13][CH2:12]2)[C:8]2[CH:17]=[CH:18][C:19]([S:21](Cl)(=[O:23])=[O:22])=[CH:20][C:7]=2[N:6]=1)([CH3:4])([CH3:3])[CH3:2].[NH:25]1[CH:29]=[CH:28][C:27]([NH:30]C(=O)OC(C)(C)C)=[N:26]1, predict the reaction product. The product is: [C:1]([C:5]1[N:9]([CH2:10][CH:11]2[CH2:16][CH2:15][O:14][CH2:13][CH2:12]2)[C:8]2[CH:17]=[CH:18][C:19]([S:21]([N:25]3[CH:29]=[CH:28][C:27]([NH2:30])=[N:26]3)(=[O:23])=[O:22])=[CH:20][C:7]=2[N:6]=1)([CH3:4])([CH3:3])[CH3:2]. (2) Given the reactants Cl[CH2:2][CH2:3][N:4]1[CH:9]=[CH:8][C:7](=[O:10])[C:6]([OH:11])=[C:5]1[CH3:12].[CH2:13]([N:16]1[CH2:21][CH2:20][NH:19][CH2:18][CH2:17]1)[C:14]#[CH:15], predict the reaction product. The product is: [CH2:13]([N:16]1[CH2:21][CH2:20][N:19]([CH2:2][CH2:3][N:4]2[CH:9]=[CH:8][C:7](=[O:10])[C:6]([OH:11])=[C:5]2[CH3:12])[CH2:18][CH2:17]1)[C:14]#[CH:15]. (3) Given the reactants [Cl:1][C:2]1[CH:7]=[CH:6][CH:5]=[C:4](I)[N:3]=1.[CH3:9][N:10]1[C:18]2[C:13](=[CH:14][CH:15]=[CH:16][CH:17]=2)[CH:12]=[C:11]1B(O)O.C([O-])([O-])=O.[Na+].[Na+].O1CCOCC1, predict the reaction product. The product is: [Cl:1][C:2]1[N:3]=[C:4]([C:11]2[N:10]([CH3:9])[C:18]3[C:13]([CH:12]=2)=[CH:14][CH:15]=[CH:16][CH:17]=3)[CH:5]=[CH:6][CH:7]=1. (4) Given the reactants [C:1]([C:5]1[CH:12]=[CH:11][C:8]([CH2:9][NH2:10])=[CH:7][CH:6]=1)([CH3:4])([CH3:3])[CH3:2].[CH:13]1[C:22]2[C:17](=[C:18]([CH:23]([CH3:27])[C:24](O)=[O:25])[CH:19]=[CH:20][CH:21]=2)[CH:16]=[CH:15][N:14]=1.C1C2C(=C(CC(O)=O)C=CC=2)C=CN=1, predict the reaction product. The product is: [C:1]([C:5]1[CH:6]=[CH:7][C:8]([CH2:9][NH:10][C:24](=[O:25])[CH:23]([C:18]2[CH:19]=[CH:20][CH:21]=[C:22]3[C:17]=2[CH:16]=[CH:15][N:14]=[CH:13]3)[CH3:27])=[CH:11][CH:12]=1)([CH3:4])([CH3:2])[CH3:3]. (5) Given the reactants [NH:1]1[C:9]2[C:4](=[CH:5][CH:6]=[CH:7][CH:8]=2)[C:3]([CH2:10][C:11](O)=O)=[CH:2]1.[NH2:14][C@H:15]([C:26]([NH:28][C@H:29]([C:37]([O:39][CH3:40])=[O:38])[CH2:30][CH2:31][CH2:32][NH:33][C:34](=[NH:36])[NH2:35])=[O:27])[CH2:16][C:17]1[C:25]2[C:20](=[CH:21][CH:22]=[CH:23][CH:24]=2)[NH:19][CH:18]=1.C([N:43](CC)CC)C.CN([C:51]([O:55]N1N=NC2C=CC=CC1=2)=[N+](C)C)C.F[P-](F)(F)(F)(F)F.N(C(OC(C)(C)C)=O)[C@H](C([NH:86][C@H:87]([C:95]([O:97]C)=O)[CH2:88][CH2:89][CH2:90][NH:91][C:92](=[NH:94])[NH2:93])=O)CC1C2C(=CC=CC=2)NC=1, predict the reaction product. The product is: [NH2:86][C@H:87]([C:95]([NH:43][C@H:11]([C:51]([NH:14][C@H:15]([C:26]([NH:28][C@H:29]([C:37]([O:39][CH3:40])=[O:38])[CH2:30][CH2:31][CH2:32][NH:33][C:34](=[NH:35])[NH2:36])=[O:27])[CH2:16][C:17]1[C:25]2[C:20](=[CH:21][CH:22]=[CH:23][CH:24]=2)[NH:19][CH:18]=1)=[O:55])[CH2:10][C:3]1[C:4]2[C:9](=[CH:8][CH:7]=[CH:6][CH:5]=2)[NH:1][CH:2]=1)=[O:97])[CH2:88][CH2:89][CH2:90][NH:91][C:92](=[NH:94])[NH2:93]. (6) Given the reactants [NH2:1][C:2]1[N:10]=[CH:9][N:8]=[C:7]2[C:3]=1[N:4]=[C:5](I)[N:6]2[C:11]1[CH:16]=[CH:15][C:14]([NH:17][C:18]([NH:20][C:21]2[CH:26]=[CH:25][C:24]([Cl:27])=[C:23]([C:28]([F:31])([F:30])[F:29])[CH:22]=2)=[O:19])=[CH:13][CH:12]=1.[CH:33]([Sn](CCCC)(CCCC)CCCC)=[CH2:34], predict the reaction product. The product is: [NH2:1][C:2]1[N:10]=[CH:9][N:8]=[C:7]2[C:3]=1[N:4]=[C:5]([CH:33]=[CH2:34])[N:6]2[C:11]1[CH:16]=[CH:15][C:14]([NH:17][C:18]([NH:20][C:21]2[CH:26]=[CH:25][C:24]([Cl:27])=[C:23]([C:28]([F:31])([F:30])[F:29])[CH:22]=2)=[O:19])=[CH:13][CH:12]=1. (7) Given the reactants Cl.[NH2:2][C@@H:3]1[CH2:8][CH2:7][C@H:6]([NH:9][C:10]([C:12]2[C:16]3[N:17]=[CH:18][N:19]=[C:20]([C:21]4[CH:26]=[C:25]([CH3:27])[C:24]([F:28])=[CH:23][C:22]=4[O:29][CH2:30][CH:31]4[CH2:33][CH2:32]4)[C:15]=3[NH:14][C:13]=2[CH3:34])=[O:11])[CH2:5][CH2:4]1.[C:35](Cl)(=[O:38])[CH2:36][CH3:37], predict the reaction product. The product is: [CH:31]1([CH2:30][O:29][C:22]2[CH:23]=[C:24]([F:28])[C:25]([CH3:27])=[CH:26][C:21]=2[C:20]2[C:15]3[NH:14][C:13]([CH3:34])=[C:12]([C:10]([NH:9][C@H:6]4[CH2:7][CH2:8][C@@H:3]([NH:2][C:35](=[O:38])[CH2:36][CH3:37])[CH2:4][CH2:5]4)=[O:11])[C:16]=3[N:17]=[CH:18][N:19]=2)[CH2:32][CH2:33]1.